This data is from Acute oral toxicity (LD50) regression data from Zhu et al.. The task is: Regression/Classification. Given a drug SMILES string, predict its toxicity properties. Task type varies by dataset: regression for continuous values (e.g., LD50, hERG inhibition percentage) or binary classification for toxic/non-toxic outcomes (e.g., AMES mutagenicity, cardiotoxicity, hepatotoxicity). Dataset: ld50_zhu. (1) The molecule is CCCCOC(=O)c1ccccc1. The rat oral LD50 is 1.54, given as -log10 of the dose in mol/kg body weight (higher means more acutely toxic). (2) The molecule is C=C(C)C(=O)OCC. The rat oral LD50 is 0.887, given as -log10 of the dose in mol/kg body weight (higher means more acutely toxic).